From a dataset of Full USPTO retrosynthesis dataset with 1.9M reactions from patents (1976-2016). Predict the reactants needed to synthesize the given product. (1) Given the product [CH3:16][S:17]([O:8][CH2:7][C:4]1[CH:5]=[CH:6][N:1]=[CH:2][CH:3]=1)(=[O:19])=[O:18], predict the reactants needed to synthesize it. The reactants are: [N:1]1[CH:6]=[CH:5][C:4]([CH2:7][OH:8])=[CH:3][CH:2]=1.C(N(CC)CC)C.[CH3:16][S:17](Cl)(=[O:19])=[O:18].O. (2) Given the product [Cl:32][C:28]1[CH:27]=[C:26]([CH:31]=[CH:30][CH:29]=1)[CH2:25][N:7]1[C:8]2[C:13](=[CH:12][C:11]([C:15]3[CH:20]=[CH:19][C:18]([O:21][CH:22]([CH3:24])[CH3:23])=[CH:17][CH:16]=3)=[CH:10][CH:9]=2)[C:14]([N:42]([C:48]([C:47]2[CH:46]=[N:45][C:44]([Cl:43])=[CH:52][CH:51]=2)=[O:49])[CH2:41][CH2:40][C:37]2[CH:38]=[CH:39][C:34]([F:33])=[CH:35][CH:36]=2)=[C:6]1[C:4]([OH:3])=[O:5], predict the reactants needed to synthesize it. The reactants are: C([O:3][C:4]([C:6]1[N:7]([CH2:25][C:26]2[CH:31]=[CH:30][CH:29]=[C:28]([Cl:32])[CH:27]=2)[C:8]2[C:13]([CH:14]=1)=[CH:12][C:11]([C:15]1[CH:20]=[CH:19][C:18]([O:21][CH:22]([CH3:24])[CH3:23])=[CH:17][CH:16]=1)=[CH:10][CH:9]=2)=[O:5])C.[F:33][C:34]1[CH:39]=[CH:38][C:37]([CH2:40][CH2:41][NH2:42])=[CH:36][CH:35]=1.[Cl:43][C:44]1[CH:52]=[CH:51][C:47]([C:48](Cl)=[O:49])=[CH:46][N:45]=1. (3) The reactants are: [CH2:1]([CH:3]1[CH2:7][CH:6]([C:8](OC)=[O:9])[CH2:5][CH:4]1[C:12]([OH:14])=[O:13])[CH3:2].[Li+].[BH4-].O. Given the product [CH2:1]([CH:3]1[CH2:7][CH:6]([CH2:8][OH:9])[CH2:5][CH:4]1[C:12]([OH:14])=[O:13])[CH3:2], predict the reactants needed to synthesize it. (4) Given the product [OH:4][C:5]1[CH:6]=[CH:7][C:8]([CH:11]2[CH2:13][CH:12]2[C:14]([O:16][CH3:17])=[O:15])=[CH:9][CH:10]=1, predict the reactants needed to synthesize it. The reactants are: C([O:4][C:5]1[CH:10]=[CH:9][C:8]([CH:11]2[CH2:13][CH:12]2[C:14]([O:16][CH3:17])=[O:15])=[CH:7][CH:6]=1)(=O)C.C([O-])(=O)C.[NH4+]. (5) Given the product [CH:59]1([NH:62][C:63]([CH:64]2[CH:65]([CH2:66][CH2:67][CH3:68])[O:3]2)=[O:69])[CH2:61][CH2:60]1, predict the reactants needed to synthesize it. The reactants are: CC(C)[O-:3].[Sm+3].CC(C)[O-].CC(C)[O-].C1([As](=O)(C2C=CC=CC=2)C2C=CC=CC=2)C=CC=CC=1.[As](C1C=CC=CC=1)(C1C=CC=CC=1)C1C=CC=CC=1.C(OO)(C)(C)C.[CH:59]1([NH:62][C:63](=[O:69])/[CH:64]=[CH:65]/[CH2:66][CH2:67][CH3:68])[CH2:61][CH2:60]1. (6) Given the product [CH3:1][C:2]1[CH:13]=[C:5]2[CH:6]=[C:7]([C:10]([O:12][CH2:19][CH3:20])=[O:11])[CH:8]=[CH:9][N:4]2[N:3]=1, predict the reactants needed to synthesize it. The reactants are: [CH3:1][C:2]1[CH:13]=[C:5]2[CH:6]=[C:7]([C:10]([OH:12])=[O:11])[CH:8]=[CH:9][N:4]2[N:3]=1.S(=O)(=O)(O)O.[CH2:19](O)[CH3:20]. (7) The reactants are: [OH:1][C:2]1[CH:7]=[CH:6][C:5]([C:8]2[CH:9]=[C:10]([C:15]3[CH:16]=[C:17]([CH:21]=[CH:22][CH:23]=3)[C:18]([OH:20])=O)[NH:11][C:12](=[O:14])[N:13]=2)=[CH:4][C:3]=1[CH3:24].[NH2:25][CH2:26][CH2:27][NH:28]C(=O)OC(C)(C)C.ON1C2C=CC=CC=2N=N1.CCN=C=NCCC[N+](C)(C)C.[I-]. Given the product [NH2:25][CH2:26][CH2:27][NH:28][C:18](=[O:20])[C:17]1[CH:21]=[CH:22][CH:23]=[C:15]([C:10]2[NH:11][C:12](=[O:14])[N:13]=[C:8]([C:5]3[CH:6]=[CH:7][C:2]([OH:1])=[C:3]([CH3:24])[CH:4]=3)[CH:9]=2)[CH:16]=1, predict the reactants needed to synthesize it.